Dataset: Full USPTO retrosynthesis dataset with 1.9M reactions from patents (1976-2016). Task: Predict the reactants needed to synthesize the given product. The reactants are: Br[C:2]1[CH:7]=[CH:6][C:5]([S:8]([C:11]2[CH:16]=[CH:15][CH:14]=[CH:13][CH:12]=2)(=[O:10])=[O:9])=[CH:4][C:3]=1[F:17].[F:18][C:19]1[CH:20]=[CH:21][C:22]([O:28][CH3:29])=[C:23](B(O)O)[CH:24]=1. Given the product [C:11]1([S:8]([C:5]2[CH:6]=[CH:7][C:2]([C:21]3[CH:20]=[C:19]([F:18])[CH:24]=[CH:23][C:22]=3[O:28][CH3:29])=[C:3]([F:17])[CH:4]=2)(=[O:10])=[O:9])[CH:16]=[CH:15][CH:14]=[CH:13][CH:12]=1, predict the reactants needed to synthesize it.